Dataset: Catalyst prediction with 721,799 reactions and 888 catalyst types from USPTO. Task: Predict which catalyst facilitates the given reaction. (1) Reactant: [Cl:1][C:2]1[CH:7]=[C:6]2[NH:8][C:9](=[O:41])[C:10]3([CH:15]([C:16]4[CH:21]=[C:20]([Cl:22])[CH:19]=[CH:18][C:17]=4[O:23][C:24]([C:27]([O:29]C)=[O:28])([CH3:26])[CH3:25])[CH2:14][C:13](=[O:31])[NH:12][CH:11]3[C:32]3[CH:37]=[C:36]([CH3:38])[CH:35]=[CH:34][C:33]=3[O:39][CH3:40])[C:5]2=[CH:4][CH:3]=1.[OH-].[Na+].O. Product: [Cl:1][C:2]1[CH:7]=[C:6]2[NH:8][C:9](=[O:41])[C:10]3([CH:15]([C:16]4[CH:21]=[C:20]([Cl:22])[CH:19]=[CH:18][C:17]=4[O:23][C:24]([C:27]([OH:29])=[O:28])([CH3:25])[CH3:26])[CH2:14][C:13](=[O:31])[NH:12][CH:11]3[C:32]3[CH:37]=[C:36]([CH3:38])[CH:35]=[CH:34][C:33]=3[O:39][CH3:40])[C:5]2=[CH:4][CH:3]=1. The catalyst class is: 5. (2) Reactant: [CH2:1]([N:8]1[C:12](=[O:13])[CH2:11][CH:10]([C:14]([O:16]C)=[O:15])[CH2:9]1)[C:2]1[CH:7]=[CH:6][CH:5]=[CH:4][CH:3]=1.[OH-].[Na+].Cl. Product: [CH2:1]([N:8]1[C:12](=[O:13])[CH2:11][CH:10]([C:14]([OH:16])=[O:15])[CH2:9]1)[C:2]1[CH:7]=[CH:6][CH:5]=[CH:4][CH:3]=1. The catalyst class is: 5. (3) Reactant: [C:1]([O:5][C:6]([NH:8][C@H:9]([C:11]([OH:13])=[O:12])[CH3:10])=[O:7])([CH3:4])([CH3:3])[CH3:2].[CH2:14](O)[C:15]1[CH:20]=[CH:19][CH:18]=[CH:17][CH:16]=1.CCN=C=NCCCN(C)C. Product: [C:1]([O:5][C:6]([NH:8][C@H:9]([C:11]([O:13][CH2:14][C:15]1[CH:20]=[CH:19][CH:18]=[CH:17][CH:16]=1)=[O:12])[CH3:10])=[O:7])([CH3:2])([CH3:3])[CH3:4]. The catalyst class is: 64. (4) Reactant: [O:1]([C:8]1[CH:13]=[CH:12][C:11]([C:14]#[C:15][CH2:16]O)=[CH:10][CH:9]=1)[C:2]1[CH:7]=[CH:6][CH:5]=[CH:4][CH:3]=1.C1(P(C2C=CC=CC=2)C2C=CC=CC=2)C=CC=CC=1.C(Br)(Br)(Br)[Br:38]. Product: [Br:38][CH2:16][C:15]#[C:14][C:11]1[CH:12]=[CH:13][C:8]([O:1][C:2]2[CH:7]=[CH:6][CH:5]=[CH:4][CH:3]=2)=[CH:9][CH:10]=1. The catalyst class is: 1. (5) Reactant: [Br:1][C:2]1[O:3][C:4](/[CH:7]=[CH:8]/[N+:9]([O-:11])=[O:10])=[CH:5][CH:6]=1.[CH:12]1[CH:17]=[CH:16][C:15]([SH:18])=[CH:14][CH:13]=1.C(NC1CCCCC1)(C)C. Product: [Br:1][C:2]1[O:3][C:4]([CH:7]([S:18][C:15]2[CH:16]=[CH:17][CH:12]=[CH:13][CH:14]=2)[CH2:8][N+:9]([O-:11])=[O:10])=[CH:5][CH:6]=1. The catalyst class is: 2. (6) Reactant: [CH2:1]([O:8][CH2:9][C@H:10]1[CH2:15][NH:14][C:13](=O)[C@@H:12]([CH2:17][CH3:18])[O:11]1)[C:2]1[CH:7]=[CH:6][CH:5]=[CH:4][CH:3]=1.[AlH4-].[Li+].[OH-].[Na+]. Product: [CH2:1]([O:8][CH2:9][C@@H:10]1[O:11][C@H:12]([CH2:17][CH3:18])[CH2:13][NH:14][CH2:15]1)[C:2]1[CH:3]=[CH:4][CH:5]=[CH:6][CH:7]=1. The catalyst class is: 20. (7) Reactant: [NH2:1][C:2]1[C:22]([C:23]2[CH:28]=[CH:27][CH:26]=[CH:25][N:24]=2)=[C:5]2[NH:6][C:7]([C:11]3[CH:12]=[C:13]4[C:17](=[CH:18][CH:19]=3)[N:16]([CH2:20][CH3:21])[N:15]=[CH:14]4)=[CH:8][C:9](=[O:10])[N:4]2[N:3]=1.[C:29](OC(=O)C)(=[O:31])[CH3:30]. Product: [CH2:20]([N:16]1[C:17]2[C:13](=[CH:12][C:11]([C:7]3[NH:6][C:5]4[N:4]([N:3]=[C:2]([NH:1][C:29](=[O:31])[CH3:30])[C:22]=4[C:23]4[CH:28]=[CH:27][CH:26]=[CH:25][N:24]=4)[C:9](=[O:10])[CH:8]=3)=[CH:19][CH:18]=2)[CH:14]=[N:15]1)[CH3:21]. The catalyst class is: 228.